This data is from Forward reaction prediction with 1.9M reactions from USPTO patents (1976-2016). The task is: Predict the product of the given reaction. (1) Given the reactants C(O[N:4]=[C:5]1[C:14]2[C:9](=[CH:10][C:11]([O:15][CH3:16])=[CH:12][CH:13]=2)[O:8][CH:7]([C:17]2[CH:26]=[CH:25][C:20]([C:21]([O:23][CH3:24])=[O:22])=[CH:19][N:18]=2)[CH2:6]1)C, predict the reaction product. The product is: [NH2:4][CH:5]1[C:14]2[C:9](=[CH:10][C:11]([O:15][CH3:16])=[CH:12][CH:13]=2)[O:8][CH:7]([C:17]2[CH:26]=[CH:25][C:20]([C:21]([O:23][CH3:24])=[O:22])=[CH:19][N:18]=2)[CH2:6]1. (2) Given the reactants [CH3:1][N:2]([CH3:15])[CH2:3][CH2:4][O:5][C:6]1[CH:11]=[CH:10][C:9]([N+:12]([O-:14])=[O:13])=[CH:8][N:7]=1.[S:16]([O:21]C)([O:19][CH3:20])(=[O:18])=[O:17], predict the reaction product. The product is: [CH3:20][O:19][S:16]([O-:21])(=[O:18])=[O:17].[CH3:1][N+:2]([CH3:20])([CH3:15])[CH2:3][CH2:4][O:5][C:6]1[CH:11]=[CH:10][C:9]([N+:12]([O-:14])=[O:13])=[CH:8][N:7]=1. (3) Given the reactants [CH2:1]([OH:11])[CH2:2][CH2:3][CH2:4][CH2:5][CH2:6][CH2:7][CH2:8][CH2:9][CH3:10].CS(C)=O.[H-].[Na+].S(OCC1CCC=CC1)([C:21]1[CH:27]=[CH:26][C:24]([CH3:25])=[CH:23][CH:22]=1)(=O)=O, predict the reaction product. The product is: [CH2:1]([O:11][CH2:25][CH:24]1[CH2:26][CH2:27][CH2:21][CH:22]=[CH:23]1)[CH2:2][CH2:3][CH2:4][CH2:5][CH2:6][CH2:7][CH2:8][CH2:9][CH3:10]. (4) Given the reactants [Br:1][C:2]1[CH:3]=[N:4][C:5]([NH:8][C:9]2[CH:10]=[CH:11][C:12]([F:16])=[C:13]([OH:15])[CH:14]=2)=[N:6][CH:7]=1.Br[CH2:18][CH2:19][OH:20].C(=O)([O-])[O-].[Cs+].[Cs+], predict the reaction product. The product is: [Br:1][C:2]1[CH:7]=[N:6][C:5]([NH:8][C:9]2[CH:10]=[CH:11][C:12]([F:16])=[C:13]([CH:14]=2)[O:15][CH2:18][CH2:19][OH:20])=[N:4][CH:3]=1. (5) Given the reactants Cl[CH2:2][C:3]1[N:4]=[C:5]2[S:12][C:11]([CH3:13])=[C:10]([C:14]([O:16][CH3:17])=[O:15])[N:6]2[C:7](=[O:9])[CH:8]=1.[F:18][C:19]1[C:24]([C:25]([F:28])([F:27])[F:26])=[CH:23][CH:22]=[CH:21][C:20]=1B(O)O.C([O-])([O-])=O.[K+].[K+], predict the reaction product. The product is: [F:18][C:19]1[C:24]([C:25]([F:26])([F:27])[F:28])=[CH:23][CH:22]=[CH:21][C:20]=1[CH2:2][C:3]1[N:4]=[C:5]2[S:12][C:11]([CH3:13])=[C:10]([C:14]([O:16][CH3:17])=[O:15])[N:6]2[C:7](=[O:9])[CH:8]=1. (6) Given the reactants [Br:1][C:2]1[CH:3]=[C:4]2[C:9](=[C:10]([CH3:12])[CH:11]=1)[N:8]=[C:7]([Cl:13])[N:6]=[C:5]2Cl.C(N(C(C)C)CC)(C)C.[NH:24]1[CH2:29][CH2:28][O:27][CH2:26][CH2:25]1.O, predict the reaction product. The product is: [Br:1][C:2]1[CH:3]=[C:4]2[C:9](=[C:10]([CH3:12])[CH:11]=1)[N:8]=[C:7]([Cl:13])[N:6]=[C:5]2[N:24]1[CH2:29][CH2:28][O:27][CH2:26][CH2:25]1. (7) Given the reactants [I-].[C:2]([O:6][C:7]([N:9]1[CH2:14][CH2:13][CH:12]([CH2:15][CH2:16][P+](C2C=CC=CC=2)(C2C=CC=CC=2)C2C=CC=CC=2)[CH2:11][CH2:10]1)=[O:8])([CH3:5])([CH3:4])[CH3:3].C[Si]([N-][Si](C)(C)C)(C)C.[Na+].[C:46]1([CH2:52][CH:53]([NH:56][C:57]([C:70]2[CH:75]=[CH:74][CH:73]=[CH:72][CH:71]=2)([C:64]2[CH:69]=[CH:68][CH:67]=[CH:66][CH:65]=2)[C:58]2[CH:63]=[CH:62][CH:61]=[CH:60][CH:59]=2)[CH:54]=O)[CH:51]=[CH:50][CH:49]=[CH:48][CH:47]=1.CCOCC, predict the reaction product. The product is: [C:2]([O:6][C:7]([N:9]1[CH2:10][CH2:11][CH:12]([CH2:15][CH:16]=[CH:54][CH:53]([NH:56][C:57]([C:70]2[CH:75]=[CH:74][CH:73]=[CH:72][CH:71]=2)([C:58]2[CH:59]=[CH:60][CH:61]=[CH:62][CH:63]=2)[C:64]2[CH:65]=[CH:66][CH:67]=[CH:68][CH:69]=2)[CH2:52][C:46]2[CH:47]=[CH:48][CH:49]=[CH:50][CH:51]=2)[CH2:13][CH2:14]1)=[O:8])([CH3:3])([CH3:4])[CH3:5]. (8) Given the reactants C(OC([N:8]1[CH2:13][CH2:12][N:11]([C:14]2[O:15][C:16]3[C:22](C(=O)C=CN(C)C)=[CH:21][C:20]([Cl:30])=[CH:19][C:17]=3[N:18]=2)[C@@H:10]([CH3:31])[CH2:9]1)=O)(C)(C)C.Cl.ON.[N:35]1C=C[CH:38]=[CH:37][CH:36]=1.FC(F)(F)C(O)=[O:44], predict the reaction product. The product is: [Cl:30][C:20]1[CH:21]=[C:22]([C:36]2[CH:37]=[CH:38][O:44][N:35]=2)[C:16]2[O:15][C:14]([N:11]3[CH2:12][CH2:13][NH:8][CH2:9][C@@H:10]3[CH3:31])=[N:18][C:17]=2[CH:19]=1.